The task is: Predict the reaction yield, written as a fraction of the theoretical maximum amount of product (1.0 means a 100% yield; for example, 0.34 means a 34% yield).. This data is from Reaction yield outcomes from USPTO patents with 853,638 reactions. The reactants are [N:1]([CH2:4][CH2:5][CH2:6][C:7]1([C:23]2[CH:28]=[CH:27][CH:26]=[CH:25][CH:24]=2)[N:11]([C:12](=[S:14])[NH2:13])[N:10]=[C:9]([C:15]2[CH:20]=[C:19]([F:21])[CH:18]=[CH:17][C:16]=2[F:22])[S:8]1)=[N+:2]=[N-:3].Br[CH:30]1[C:35](=O)[CH2:34][CH2:33][N:32]([C:37]([O:39][C:40]([CH3:43])([CH3:42])[CH3:41])=[O:38])[CH2:31]1.CCN(C(C)C)C(C)C. The catalyst is C(O)C. The product is [N:1]([CH2:4][CH2:5][CH2:6][C:7]1([C:23]2[CH:28]=[CH:27][CH:26]=[CH:25][CH:24]=2)[N:11]([C:12]2[S:14][C:30]3[CH2:31][N:32]([C:37]([O:39][C:40]([CH3:43])([CH3:42])[CH3:41])=[O:38])[CH2:33][CH2:34][C:35]=3[N:13]=2)[N:10]=[C:9]([C:15]2[CH:20]=[C:19]([F:21])[CH:18]=[CH:17][C:16]=2[F:22])[S:8]1)=[N+:2]=[N-:3]. The yield is 0.730.